This data is from Peptide-MHC class I binding affinity with 185,985 pairs from IEDB/IMGT. The task is: Regression. Given a peptide amino acid sequence and an MHC pseudo amino acid sequence, predict their binding affinity value. This is MHC class I binding data. (1) The peptide sequence is FTERSDKSY. The MHC is HLA-A31:01 with pseudo-sequence HLA-A31:01. The binding affinity (normalized) is 0.0847. (2) The peptide sequence is DLLNSMMNR. The MHC is HLA-A30:01 with pseudo-sequence HLA-A30:01. The binding affinity (normalized) is 0. (3) The peptide sequence is GLFQFFVFL. The MHC is H-2-Kb with pseudo-sequence H-2-Kb. The binding affinity (normalized) is 0.358. (4) The peptide sequence is YATVAGHEG. The MHC is HLA-B27:05 with pseudo-sequence HLA-B27:05. The binding affinity (normalized) is 0.0847. (5) The peptide sequence is TYGPVFMCL. The binding affinity (normalized) is 0. The MHC is HLA-B40:02 with pseudo-sequence HLA-B40:02. (6) The binding affinity (normalized) is 0.307. The MHC is HLA-A23:01 with pseudo-sequence HLA-A23:01. The peptide sequence is WYGMEIRPL. (7) The MHC is HLA-A68:02 with pseudo-sequence HLA-A68:02. The peptide sequence is GAFMYTKHSM. The binding affinity (normalized) is 0.153.